Dataset: Peptide-MHC class II binding affinity with 134,281 pairs from IEDB. Task: Regression. Given a peptide amino acid sequence and an MHC pseudo amino acid sequence, predict their binding affinity value. This is MHC class II binding data. (1) The binding affinity (normalized) is 0.343. The MHC is DRB1_0802 with pseudo-sequence DRB1_0802. The peptide sequence is LIGPTPVNIIGRNLLTQIGC. (2) The peptide sequence is KAYQQGVTVDSI. The MHC is DRB1_0701 with pseudo-sequence DRB1_0701. The binding affinity (normalized) is 0.426. (3) The peptide sequence is PSVIPAARLFKAFIL. The MHC is HLA-DQA10101-DQB10501 with pseudo-sequence HLA-DQA10101-DQB10501. The binding affinity (normalized) is 0.343. (4) The peptide sequence is ANCLRKNGKKVIQLS. The MHC is DRB1_0802 with pseudo-sequence DRB1_0802. The binding affinity (normalized) is 0.105. (5) The peptide sequence is KPVSKMRMATPLLMQAM. The MHC is H-2-IAk with pseudo-sequence YTYFLRRGGQTGHILHFPLIYYDYRTETVHKTPT. The binding affinity (normalized) is 0.